From a dataset of TCR-epitope binding with 47,182 pairs between 192 epitopes and 23,139 TCRs. Binary Classification. Given a T-cell receptor sequence (or CDR3 region) and an epitope sequence, predict whether binding occurs between them. (1) The epitope is DRFYKTLRAEQASQEV. The TCR CDR3 sequence is CASTRDTEAFF. Result: 0 (the TCR does not bind to the epitope). (2) The epitope is SFHSLHLLF. The TCR CDR3 sequence is CASSVWGSAPLHF. Result: 0 (the TCR does not bind to the epitope). (3) The epitope is KTWGQYWQV. The TCR CDR3 sequence is CASSLAPVGTHTEAFF. Result: 0 (the TCR does not bind to the epitope). (4) The epitope is YLKLTDNVYIK. The TCR CDR3 sequence is CASSFPGLVSEQYF. Result: 0 (the TCR does not bind to the epitope). (5) The epitope is YVFCTVNAL. The TCR CDR3 sequence is CASSYVGYNEQYF. Result: 0 (the TCR does not bind to the epitope). (6) The epitope is IVDTVSALV. The TCR CDR3 sequence is CASSDDRGPYEQYF. Result: 1 (the TCR binds to the epitope). (7) The epitope is EILDITPCSF. The TCR CDR3 sequence is CASSMIRQGTGELFF. Result: 1 (the TCR binds to the epitope). (8) The epitope is EILDITPCSF. The TCR CDR3 sequence is CASNEDSNYGYTF. Result: 0 (the TCR does not bind to the epitope). (9) The epitope is ITEEVGHTDLMAAY. The TCR CDR3 sequence is CASSLGTDGNTEAFF. Result: 1 (the TCR binds to the epitope).